From a dataset of Forward reaction prediction with 1.9M reactions from USPTO patents (1976-2016). Predict the product of the given reaction. (1) The product is: [CH3:1][CH:2]([CH3:32])/[C:3](=[N:9]\[O:10][CH2:11][C:12]1[CH:13]=[CH:14][C:15]([O:18][CH2:19][C:20]2[N:21]=[C:22]([C:26]3[CH:27]=[CH:28][CH:29]=[CH:30][CH:31]=3)[O:23][C:24]=2[CH3:25])=[CH:16][CH:17]=1)/[C:4]([OH:6])=[O:5]. Given the reactants [CH3:1][CH:2]([CH3:32])/[C:3](=[N:9]\[O:10][CH2:11][C:12]1[CH:17]=[CH:16][C:15]([O:18][CH2:19][C:20]2[N:21]=[C:22]([C:26]3[CH:31]=[CH:30][CH:29]=[CH:28][CH:27]=3)[O:23][C:24]=2[CH3:25])=[CH:14][CH:13]=1)/[C:4]([O:6]CC)=[O:5].Cl, predict the reaction product. (2) The product is: [Br:42][CH2:8][C:6]([C:20]1[C:21]([CH3:29])=[C:22]([C:25]([F:28])=[CH:26][CH:27]=1)[C:23]#[N:24])=[O:7]. Given the reactants C([Sn](CCCC)(CCCC)[C:6]([O:8]CC)=[CH2:7])CCC.Br[C:20]1[C:21]([CH3:29])=[C:22]([C:25]([F:28])=[CH:26][CH:27]=1)[C:23]#[N:24].C1COCC1.C1C(=O)N([Br:42])C(=O)C1, predict the reaction product.